Dataset: Catalyst prediction with 721,799 reactions and 888 catalyst types from USPTO. Task: Predict which catalyst facilitates the given reaction. (1) Reactant: [F:1][C:2]1[CH:7]=[CH:6][CH:5]=[CH:4][C:3]=1[C:8]1([CH3:15])[NH:12]C(=O)N[C:9]1=[O:14].[OH-].[Na+].NC(C1C=CC=CC=1F)(C)[C:20](O)=[O:21].S(Cl)(Cl)=O. Product: [CH3:20][O:21][C:9](=[O:14])[C:8]([NH2:12])([C:3]1[CH:4]=[CH:5][CH:6]=[CH:7][C:2]=1[F:1])[CH3:15]. The catalyst class is: 5. (2) Reactant: [BH4-].[Na+].[CH2:3]([C:7]1[CH:8]=[CH:9][C:10]([N:13]2[CH:17]=[CH:16][C:15]([C@H:18]([C:20]3[CH:29]=[CH:28][C:23]4[NH:24][C:25](=[O:27])[S:26][C:22]=4[CH:21]=3)[CH3:19])=[N:14]2)=[N:11][CH:12]=1)[C:4]([CH3:6])=[O:5].C(C1C=CC(N2C=CC(C(C3C=CC4NC(=O)SC=4C=3)C)=N2)=NC=1)C(C)=O. Product: [OH:5][CH:4]([CH3:6])[CH2:3][C:7]1[CH:8]=[CH:9][C:10]([N:13]2[CH:17]=[CH:16][C:15]([CH:18]([C:20]3[CH:29]=[CH:28][C:23]4[NH:24][C:25](=[O:27])[S:26][C:22]=4[CH:21]=3)[CH3:19])=[N:14]2)=[N:11][CH:12]=1. The catalyst class is: 111.